From a dataset of Peptide-MHC class I binding affinity with 185,985 pairs from IEDB/IMGT. Regression. Given a peptide amino acid sequence and an MHC pseudo amino acid sequence, predict their binding affinity value. This is MHC class I binding data. (1) The peptide sequence is RVYVAQKRK. The MHC is HLA-A30:01 with pseudo-sequence HLA-A30:01. The binding affinity (normalized) is 0.872. (2) The peptide sequence is FLKEEGGL. The MHC is HLA-A01:01 with pseudo-sequence HLA-A01:01. The binding affinity (normalized) is 0. (3) The peptide sequence is GIYQILAI. The MHC is H-2-Kb with pseudo-sequence H-2-Kb. The binding affinity (normalized) is 0.270.